This data is from Catalyst prediction with 721,799 reactions and 888 catalyst types from USPTO. The task is: Predict which catalyst facilitates the given reaction. (1) Reactant: [NH2:1][C:2]1[N:7]=[CH:6][N:5]=[C:4]2[N:8]([CH:12]([C:14]3[O:15][C:16]4[C:21]([C:22](=[O:31])[C:23]=3[C:24]3[CH:29]=[CH:28][CH:27]=[C:26]([F:30])[CH:25]=3)=[CH:20][CH:19]=[CH:18][CH:17]=4)[CH3:13])[N:9]=[C:10](I)[C:3]=12.[CH:32]([C:34]1[S:35][CH:36]=[C:37](B(O)O)[CH:38]=1)=[O:33].C(=O)([O-])[O-].[Na+].[Na+].ClCCl. Product: [NH2:1][C:2]1[N:7]=[CH:6][N:5]=[C:4]2[N:8]([CH:12]([C:14]3[O:15][C:16]4[C:21]([C:22](=[O:31])[C:23]=3[C:24]3[CH:29]=[CH:28][CH:27]=[C:26]([F:30])[CH:25]=3)=[CH:20][CH:19]=[CH:18][CH:17]=4)[CH3:13])[N:9]=[C:10]([C:37]3[CH:38]=[C:34]([CH:32]=[O:33])[S:35][CH:36]=3)[C:3]=12. The catalyst class is: 615. (2) Reactant: [CH3:1][N:2]1[CH2:15][CH2:14][C:5]2[NH:6][C:7]3[CH:8]=[CH:9][C:10]([CH3:13])=[CH:11][C:12]=3[C:4]=2[CH2:3]1.[CH3:16][N:17]1[CH:22]=[C:21]([CH:23]=[CH2:24])[CH:20]=[CH:19][C:18]1=[O:25].[OH-].[K+]. Product: [CH3:1][N:2]1[CH2:15][CH2:14][C:5]2[N:6]([CH2:24][CH2:23][C:21]3[CH:20]=[CH:19][C:18](=[O:25])[N:17]([CH3:16])[CH:22]=3)[C:7]3[CH:8]=[CH:9][C:10]([CH3:13])=[CH:11][C:12]=3[C:4]=2[CH2:3]1. The catalyst class is: 37. (3) Reactant: Cl[C:2]1([NH2:20])[N:19]=[CH:18][N:17]=[C:16]2[C:3]1=[N:4][CH2:5][N:6]2[C@@H:7]1[O:15][C@H:12]([CH2:13][OH:14])[C@@H:10]([OH:11])[C@H:8]1[OH:9].[CH:21]1(N)[CH2:25][CH2:24][CH2:23][CH2:22]1.C(O)C. Product: [CH:21]1([NH:20][C:2]2[C:3]3[N:4]=[CH:5][N:6]([C:16]=3[N:17]=[CH:18][N:19]=2)[C@@H:7]2[O:15][C@H:12]([CH2:13][OH:14])[C@@H:10]([OH:11])[C@H:8]2[OH:9])[CH2:25][CH2:24][CH2:23][CH2:22]1. The catalyst class is: 5.